From a dataset of NCI-60 drug combinations with 297,098 pairs across 59 cell lines. Regression. Given two drug SMILES strings and cell line genomic features, predict the synergy score measuring deviation from expected non-interaction effect. (1) Drug 1: CCC1(CC2CC(C3=C(CCN(C2)C1)C4=CC=CC=C4N3)(C5=C(C=C6C(=C5)C78CCN9C7C(C=CC9)(C(C(C8N6C=O)(C(=O)OC)O)OC(=O)C)CC)OC)C(=O)OC)O.OS(=O)(=O)O. Drug 2: C1CC(=O)NC(=O)C1N2C(=O)C3=CC=CC=C3C2=O. Cell line: HCT-15. Synergy scores: CSS=-2.20, Synergy_ZIP=-1.44, Synergy_Bliss=-4.72, Synergy_Loewe=-6.67, Synergy_HSA=-7.34. (2) Drug 1: CC1=C(N=C(N=C1N)C(CC(=O)N)NCC(C(=O)N)N)C(=O)NC(C(C2=CN=CN2)OC3C(C(C(C(O3)CO)O)O)OC4C(C(C(C(O4)CO)O)OC(=O)N)O)C(=O)NC(C)C(C(C)C(=O)NC(C(C)O)C(=O)NCCC5=NC(=CS5)C6=NC(=CS6)C(=O)NCCC[S+](C)C)O. Drug 2: C1=NNC2=C1C(=O)NC=N2. Cell line: HT29. Synergy scores: CSS=-1.86, Synergy_ZIP=0.952, Synergy_Bliss=-0.628, Synergy_Loewe=-1.69, Synergy_HSA=-3.02. (3) Drug 1: CN1C2=C(C=C(C=C2)N(CCCl)CCCl)N=C1CCCC(=O)O.Cl. Drug 2: CC(C)(C#N)C1=CC(=CC(=C1)CN2C=NC=N2)C(C)(C)C#N. Cell line: T-47D. Synergy scores: CSS=3.19, Synergy_ZIP=-0.679, Synergy_Bliss=0.529, Synergy_Loewe=0, Synergy_HSA=0.371. (4) Drug 1: CC1=C(C(=CC=C1)Cl)NC(=O)C2=CN=C(S2)NC3=CC(=NC(=N3)C)N4CCN(CC4)CCO. Drug 2: CN(CCCl)CCCl.Cl. Cell line: MDA-MB-435. Synergy scores: CSS=4.48, Synergy_ZIP=1.65, Synergy_Bliss=5.42, Synergy_Loewe=1.54, Synergy_HSA=0.654. (5) Drug 1: CN1CCC(CC1)COC2=C(C=C3C(=C2)N=CN=C3NC4=C(C=C(C=C4)Br)F)OC. Drug 2: C(CCl)NC(=O)N(CCCl)N=O. Cell line: NCI-H226. Synergy scores: CSS=8.01, Synergy_ZIP=-3.54, Synergy_Bliss=-2.20, Synergy_Loewe=-5.37, Synergy_HSA=-2.96. (6) Drug 1: C1CCC(C1)C(CC#N)N2C=C(C=N2)C3=C4C=CNC4=NC=N3. Drug 2: C1CC(C1)(C(=O)O)C(=O)O.[NH2-].[NH2-].[Pt+2]. Cell line: SNB-75. Synergy scores: CSS=5.05, Synergy_ZIP=1.17, Synergy_Bliss=2.40, Synergy_Loewe=-3.63, Synergy_HSA=-0.958. (7) Drug 1: C1=CC(=CC=C1CC(C(=O)O)N)N(CCCl)CCCl.Cl. Drug 2: CC1=C(C(=O)C2=C(C1=O)N3CC4C(C3(C2COC(=O)N)OC)N4)N. Cell line: SR. Synergy scores: CSS=73.6, Synergy_ZIP=-1.13, Synergy_Bliss=-1.87, Synergy_Loewe=-4.91, Synergy_HSA=-0.106.